From a dataset of Catalyst prediction with 721,799 reactions and 888 catalyst types from USPTO. Predict which catalyst facilitates the given reaction. Reactant: [N:1]1[CH:6]=[CH:5][CH:4]=[CH:3][C:2]=1[C:7]1[CH:12]=[CH:11][C:10]([CH2:13][N:14]([NH:39]C(OC(C)(C)C)=O)[CH2:15][C@H:16]([OH:38])[C@@H:17]([NH:25][C:26](=[O:37])[C@H:27]([C:33]([CH3:36])([CH3:35])[CH3:34])[NH:28][C:29]([O:31][CH3:32])=[O:30])[CH2:18][C:19]2[CH:24]=[CH:23][CH:22]=[CH:21][CH:20]=2)=[CH:9][CH:8]=1.ClCCl.Cl. Product: [N:1]1[CH:6]=[CH:5][CH:4]=[CH:3][C:2]=1[C:7]1[CH:8]=[CH:9][C:10]([CH2:13][N:14]([NH2:39])[CH2:15][C@H:16]([OH:38])[C@@H:17]([NH:25][C:26](=[O:37])[C@H:27]([C:33]([CH3:35])([CH3:36])[CH3:34])[NH:28][C:29]([O:31][CH3:32])=[O:30])[CH2:18][C:19]2[CH:24]=[CH:23][CH:22]=[CH:21][CH:20]=2)=[CH:11][CH:12]=1. The catalyst class is: 6.